This data is from NCI-60 drug combinations with 297,098 pairs across 59 cell lines. The task is: Regression. Given two drug SMILES strings and cell line genomic features, predict the synergy score measuring deviation from expected non-interaction effect. (1) Drug 1: C1=NC2=C(N1)C(=S)N=C(N2)N. Drug 2: C(CCl)NC(=O)N(CCCl)N=O. Cell line: 786-0. Synergy scores: CSS=43.3, Synergy_ZIP=-1.33, Synergy_Bliss=1.28, Synergy_Loewe=-14.1, Synergy_HSA=3.73. (2) Cell line: SK-MEL-5. Drug 2: C(CN)CNCCSP(=O)(O)O. Synergy scores: CSS=23.5, Synergy_ZIP=-2.52, Synergy_Bliss=0.822, Synergy_Loewe=-47.0, Synergy_HSA=-0.467. Drug 1: C1=NC(=NC(=O)N1C2C(C(C(O2)CO)O)O)N. (3) Drug 1: C1=CC(=CC=C1CCCC(=O)O)N(CCCl)CCCl. Drug 2: CN1C(=O)N2C=NC(=C2N=N1)C(=O)N. Cell line: OVCAR-8. Synergy scores: CSS=15.1, Synergy_ZIP=-4.97, Synergy_Bliss=-2.36, Synergy_Loewe=-14.0, Synergy_HSA=-4.47. (4) Drug 1: C1CC(C1)(C(=O)O)C(=O)O.[NH2-].[NH2-].[Pt+2]. Drug 2: COC1=NC(=NC2=C1N=CN2C3C(C(C(O3)CO)O)O)N. Cell line: HOP-62. Synergy scores: CSS=19.7, Synergy_ZIP=-3.21, Synergy_Bliss=-0.655, Synergy_Loewe=-1.90, Synergy_HSA=-0.461. (5) Drug 1: CC(CN1CC(=O)NC(=O)C1)N2CC(=O)NC(=O)C2. Drug 2: C1CC(=O)NC(=O)C1N2C(=O)C3=CC=CC=C3C2=O. Cell line: SNB-75. Synergy scores: CSS=6.15, Synergy_ZIP=-0.725, Synergy_Bliss=3.97, Synergy_Loewe=3.40, Synergy_HSA=3.74.